This data is from Forward reaction prediction with 1.9M reactions from USPTO patents (1976-2016). The task is: Predict the product of the given reaction. (1) The product is: [CH2:12]([O:9][C:8]([C:7]1[CH:6]=[CH:5][N:4]=[N:3][C:2]=1[NH2:1])=[O:10])[CH3:13]. Given the reactants [NH2:1][C:2]1[N:3]=[N:4][CH:5]=[CH:6][C:7]=1[C:8]([OH:10])=[O:9].Cl.[C:12]1(C)C=CC(S(Cl)(=O)=O)=C[CH:13]=1, predict the reaction product. (2) Given the reactants [Cl:1][C:2]1[NH:3][C:4]([CH:13]=[O:14])=[C:5]([CH3:12])[C:6]=1[C:7]([O:9]CC)=[O:8].Cl, predict the reaction product. The product is: [Cl:1][C:2]1[NH:3][C:4]([CH:13]=[O:14])=[C:5]([CH3:12])[C:6]=1[C:7]([OH:9])=[O:8]. (3) Given the reactants [C:1]([OH:9])(=O)[C:2]1[CH:7]=[CH:6][CH:5]=[N:4][CH:3]=1.S(Cl)(Cl)=O.[CH3:14][O:15][NH:16][CH3:17].C(N(CC)CC)C, predict the reaction product. The product is: [CH3:17][N:16]([O:15][CH3:14])[C:1](=[O:9])[C:2]1[CH:7]=[CH:6][CH:5]=[N:4][CH:3]=1. (4) The product is: [N:40]1[CH:41]=[CH:42][CH:43]=[CH:44][C:39]=1[CH2:38][O:37][C:34]1[CH:33]=[CH:32][C:31]([C:24]2([C:21]3[CH:20]=[CH:19][C:18]([C:15]4[N:14]=[C:13]([CH2:12][N:1]5[CH2:6][CH2:5][O:4][CH2:3][CH2:2]5)[O:17][N:16]=4)=[CH:23][CH:22]=3)[CH2:29][CH:28]3[CH2:30][CH:25]2[CH2:26][CH2:27]3)=[CH:36][CH:35]=1. Given the reactants [NH:1]1[CH2:6][CH2:5][O:4][CH2:3][CH2:2]1.CS(O[CH2:12][C:13]1[O:17][N:16]=[C:15]([C:18]2[CH:23]=[CH:22][C:21]([C:24]3([C:31]4[CH:36]=[CH:35][C:34]([O:37][CH2:38][C:39]5[CH:44]=[CH:43][CH:42]=[CH:41][N:40]=5)=[CH:33][CH:32]=4)[CH2:29][CH:28]4[CH2:30][CH:25]3[CH2:26][CH2:27]4)=[CH:20][CH:19]=2)[N:14]=1)(=O)=O, predict the reaction product. (5) Given the reactants [C:1]([O:5][C:6]([NH:8][CH2:9][C@H:10]1[CH2:15][CH2:14][C@H:13]([C:16]([NH:18][C@@H:19]([CH2:23][C:24]2[CH:29]=[CH:28][C:27]([C:30]3[CH:35]=[CH:34][C:33]([C:36](=[O:51])[NH:37][CH:38]4[CH2:43][CH2:42][N:41]([C:44]([O:46][C:47]([CH3:50])([CH3:49])[CH3:48])=[O:45])[CH2:40][CH2:39]4)=[CH:32][C:31]=3[CH3:52])=[CH:26][CH:25]=2)[C:20](O)=[O:21])=[O:17])[CH2:12][CH2:11]1)=[O:7])([CH3:4])([CH3:3])[CH3:2].[F:53][CH:54]([F:65])[C:55]1[NH:59][C:58]2[CH:60]=[C:61]([NH2:64])[CH:62]=[CH:63][C:57]=2[N:56]=1.C(N(CC)C(C)C)(C)C.F[P-](F)(F)(F)(F)F.CN(C(ON1C2=NC=CC=C2N=N1)=[N+](C)C)C, predict the reaction product. The product is: [C:1]([O:5][C:6]([NH:8][CH2:9][C@H:10]1[CH2:15][CH2:14][C@H:13]([C:16]([NH:18][C@H:19]([C:20]([NH:64][C:61]2[CH:62]=[CH:63][C:57]3[N:56]=[C:55]([CH:54]([F:53])[F:65])[NH:59][C:58]=3[CH:60]=2)=[O:21])[CH2:23][C:24]2[CH:29]=[CH:28][C:27]([C:30]3[CH:35]=[CH:34][C:33]([C:36]([NH:37][CH:38]4[CH2:39][CH2:40][N:41]([C:44]([O:46][C:47]([CH3:50])([CH3:49])[CH3:48])=[O:45])[CH2:42][CH2:43]4)=[O:51])=[CH:32][C:31]=3[CH3:52])=[CH:26][CH:25]=2)=[O:17])[CH2:12][CH2:11]1)=[O:7])([CH3:3])([CH3:2])[CH3:4].